This data is from Reaction yield outcomes from USPTO patents with 853,638 reactions. The task is: Predict the reaction yield, written as a fraction of the theoretical maximum amount of product (1.0 means a 100% yield; for example, 0.34 means a 34% yield). (1) The reactants are [F:1][C:2]([F:18])([F:17])[O:3][C:4]1[CH:16]=[CH:15][C:7]([O:8][CH:9]2[CH2:14][CH2:13][NH:12][CH2:11][CH2:10]2)=[CH:6][CH:5]=1.Br[C:20]1[CH:25]=[CH:24][C:23]([O:26][CH2:27][C:28]2[CH:33]=[CH:32][CH:31]=[CH:30][CH:29]=2)=[CH:22][CH:21]=1.CC(C)([O-])C.[Na+].C1(C)C=CC=CC=1. The catalyst is C(OCC)(=O)C.C([O-])(=O)C.[Pd+2].C([O-])(=O)C.C1([B-](C2C=CC=CC=2)(C2C=CC=CC=2)C2C=CC=CC=2)C=CC=CC=1.C([PH+](C(C)(C)C)C(C)(C)C)(C)(C)C.C(O)C.O. The yield is 0.917. The product is [CH2:27]([O:26][C:23]1[CH:24]=[CH:25][C:20]([N:12]2[CH2:11][CH2:10][CH:9]([O:8][C:7]3[CH:15]=[CH:16][C:4]([O:3][C:2]([F:1])([F:17])[F:18])=[CH:5][CH:6]=3)[CH2:14][CH2:13]2)=[CH:21][CH:22]=1)[C:28]1[CH:33]=[CH:32][CH:31]=[CH:30][CH:29]=1. (2) The reactants are [S-:1][C:2]#[N:3].[NH4+].[C:5](Cl)(=[O:7])[CH3:6].[Cl:9][C:10]1[CH:11]=[C:12]([CH:14]=[C:15]([Cl:17])[CH:16]=1)[NH2:13]. The catalyst is CC(C)=O. The product is [Cl:9][C:10]1[CH:11]=[C:12]([NH:13][C:2]([NH:3][C:5](=[O:7])[CH3:6])=[S:1])[CH:14]=[C:15]([Cl:17])[CH:16]=1. The yield is 0.700. (3) The reactants are P(Cl)(Cl)([Cl:3])=O.[F:6][C:7]1[CH:8]=[C:9]([CH:18]=[CH:19][CH:20]=1)[C:10]([N:12]1[CH2:16][CH2:15][C:14](=O)[NH:13]1)=[O:11]. No catalyst specified. The product is [Cl:3][C:14]1[CH2:15][CH2:16][N:12]([C:10](=[O:11])[C:9]2[CH:18]=[CH:19][CH:20]=[C:7]([F:6])[CH:8]=2)[N:13]=1. The yield is 0.889. (4) The reactants are [CH3:1][C:2]1[CH:3]=[C:4]([NH2:9])[C:5]([NH2:8])=[CH:6][CH:7]=1.[CH:10]([CH:12]=O)=O. The catalyst is C(O)(C)C. The product is [CH3:1][C:2]1[CH:3]=[C:4]2[C:5](=[CH:6][CH:7]=1)[N:8]=[CH:12][CH:10]=[N:9]2. The yield is 0.930.